The task is: Predict the reactants needed to synthesize the given product.. This data is from Full USPTO retrosynthesis dataset with 1.9M reactions from patents (1976-2016). (1) Given the product [CH3:20][O:19][CH2:18][CH2:17][N:11]1[CH2:10][CH2:9][C:8]2[C:13](=[CH:14][CH:15]=[CH:16][C:7]=2[CH2:6][CH2:5][C:4]([OH:21])=[O:3])[CH2:12]1, predict the reactants needed to synthesize it. The reactants are: C([O:3][C:4](=[O:21])[CH2:5][CH2:6][C:7]1[CH:16]=[CH:15][CH:14]=[C:13]2[C:8]=1[CH2:9][CH2:10][N:11]([CH2:17][CH2:18][O:19][CH3:20])[CH2:12]2)C.[Li+].[OH-].Cl. (2) The reactants are: [CH3:1][C:2]1[C:14]2[C:13](=O)[C:12]3[C:7](=[CH:8][CH:9]=[CH:10][C:11]=3[CH3:16])[C:6]=2[CH:5]=[C:4]([CH3:17])[CH:3]=1.I.[OH-].[Na+]. Given the product [CH3:1][C:2]1[C:14]2[CH2:13][C:12]3[C:7](=[CH:8][CH:9]=[CH:10][C:11]=3[CH3:16])[C:6]=2[CH:5]=[C:4]([CH3:17])[CH:3]=1, predict the reactants needed to synthesize it. (3) Given the product [C:41]1([C:47]2[CH:48]=[CH:49][CH:50]([C:52]([C:53]3[CH:54]=[CH:55][CH:56]=[CH:57][CH:58]=3)([C:59]3[CH:60]=[CH:61][CH:62]=[CH:63][CH:64]=3)[CH:20]3[CH2:21][C:22]([CH3:24])([CH3:23])[C:11]4[CH:10]=[C:9]5[C:14](=[CH:13][C:12]=4[C:19]3([CH3:26])[CH3:25])[CH2:15][C:16]3[CH:17]=[C:18]4[C:2]([CH3:29])([CH3:1])[CH2:3][CH2:4][C:5]([CH3:28])([CH3:27])[C:6]4=[CH:7][C:8]5=3)[CH:51]=2)[CH:42]=[CH:43][CH:44]=[CH:45][CH:46]=1, predict the reactants needed to synthesize it. The reactants are: [CH3:1][C:2]1([CH3:29])[C:18]2[CH:17]=[C:16]3[C:8]([C:9]4[CH:10]=[C:11]5[C:22]([CH3:24])([CH3:23])[CH2:21][CH2:20][C:19]([CH3:26])([CH3:25])[C:12]5=[CH:13][C:14]=4[CH2:15]3)=[CH:7][C:6]=2[C:5]([CH3:28])([CH3:27])[CH2:4][CH2:3]1.CCCCCC.C([Li])CCC.[C:41]1([C:47]2[CH:48]=[CH:49][C:50](=[C:52]([C:59]3[CH:64]=[CH:63][CH:62]=[CH:61][CH:60]=3)[C:53]3[CH:58]=[CH:57][CH:56]=[CH:55][CH:54]=3)[CH:51]=2)[CH:46]=[CH:45][CH:44]=[CH:43][CH:42]=1. (4) Given the product [C:1]1([C:10]2[CH:15]=[CH:14][CH:13]=[CH:12][CH:11]=2)[CH:6]=[CH:5][CH:4]=[CH:3][C:2]=1[C:7]1[O:9][C:28]([C:22]2[CH:27]=[CH:26][CH:25]=[CH:24][CH:23]=2)=[N:29][N:30]=1, predict the reactants needed to synthesize it. The reactants are: [C:1]1([C:10]2[CH:15]=[CH:14][CH:13]=[CH:12][CH:11]=2)[C:2]([C:7]([OH:9])=O)=[CH:3][CH:4]=[CH:5][CH:6]=1.C(Cl)(=O)C(Cl)=O.[C:22]1([C:28]2NN=[N:30][N:29]=2)[CH:27]=[CH:26][CH:25]=[CH:24][CH:23]=1. (5) Given the product [O:13]=[CH:12][C@@H:11]([NH:10][C:9](=[O:19])[O:8][CH2:1][C:2]1[CH:7]=[CH:6][CH:5]=[CH:4][CH:3]=1)[CH3:18], predict the reactants needed to synthesize it. The reactants are: [CH2:1]([O:8][C:9](=[O:19])[NH:10][C@@H:11]([CH3:18])[C:12](N(OC)C)=[O:13])[C:2]1[CH:7]=[CH:6][CH:5]=[CH:4][CH:3]=1.C(OC(OCC)[C@@H](NC(=O)OCC1C=CC=CC=1)C)C.[H-].COCCO[Al+]OCCOC.[Na+].[H-].Cl. (6) Given the product [F:32][C:2]([F:1])([F:31])[C:3]1[CH:4]=[CH:5][C:6]([NH:9][C:10](=[O:30])[NH:11][C:12]2[CH:13]=[C:14]([CH:27]=[CH:28][CH:29]=2)[C:15]([N:17]2[CH2:18][CH2:19][CH:20]([C:23]([OH:25])=[O:24])[CH2:21][CH2:22]2)=[O:16])=[CH:7][CH:8]=1, predict the reactants needed to synthesize it. The reactants are: [F:1][C:2]([F:32])([F:31])[C:3]1[CH:8]=[CH:7][C:6]([NH:9][C:10](=[O:30])[NH:11][C:12]2[CH:13]=[C:14]([CH:27]=[CH:28][CH:29]=2)[C:15]([N:17]2[CH2:22][CH2:21][CH:20]([C:23]([O:25]C)=[O:24])[CH2:19][CH2:18]2)=[O:16])=[CH:5][CH:4]=1.[Li+].[OH-]. (7) Given the product [CH3:20][O:19][CH:18]([O:21][CH3:22])[CH2:17][S:9][C:5]1[CH:6]=[CH:7][CH:8]=[C:3]([O:2][CH3:1])[CH:4]=1, predict the reactants needed to synthesize it. The reactants are: [CH3:1][O:2][C:3]1[CH:4]=[C:5]([SH:9])[CH:6]=[CH:7][CH:8]=1.C(=O)([O-])[O-].[K+].[K+].Br[CH2:17][CH:18]([O:21][CH3:22])[O:19][CH3:20].O.